Dataset: Reaction yield outcomes from USPTO patents with 853,638 reactions. Task: Predict the reaction yield, written as a fraction of the theoretical maximum amount of product (1.0 means a 100% yield; for example, 0.34 means a 34% yield). (1) The reactants are [CH3:1][C:2]([O:5][C:6](=[O:14])[NH:7][CH:8]1[CH2:12][CH2:11][CH2:10][CH:9]1[NH2:13])([CH3:4])[CH3:3].C(O)(=O)C.[C:19]1(=O)[CH2:23][CH2:22][CH2:21][CH2:20]1.C([BH3-])#N.[Na+]. The catalyst is CO. The product is [C:2]([O:5][C:6](=[O:14])[NH:7][CH:8]1[CH2:12][CH2:11][CH2:10][CH:9]1[NH:13][CH:19]1[CH2:23][CH2:22][CH2:21][CH2:20]1)([CH3:1])([CH3:3])[CH3:4]. The yield is 0.580. (2) The reactants are [NH2:1][C:2]1[CH:10]=[C:9]([O:11][CH3:12])[CH:8]=[C:7]([O:13][CH3:14])[C:3]=1[C:4]([NH2:6])=[O:5].[C:15]([N:18]1[CH2:24][CH2:23][CH2:22][N:21]([C:25]2[CH:32]=[CH:31][C:28]([CH:29]=O)=[CH:27][CH:26]=2)[CH2:20][CH2:19]1)(=[O:17])[CH3:16].OS([O-])=O.[Na+].CC1C=CC(S(O)(=O)=O)=CC=1. The catalyst is CC(N(C)C)=O.C(Cl)Cl. The product is [C:15]([N:18]1[CH2:24][CH2:23][CH2:22][N:21]([C:25]2[CH:26]=[CH:27][C:28]([C:29]3[NH:6][C:4](=[O:5])[C:3]4[C:2](=[CH:10][C:9]([O:11][CH3:12])=[CH:8][C:7]=4[O:13][CH3:14])[N:1]=3)=[CH:31][CH:32]=2)[CH2:20][CH2:19]1)(=[O:17])[CH3:16]. The yield is 0.410. (3) The reactants are [N:1]1([C:7]2[N:12]=[CH:11][C:10](B(O)O)=[CH:9][CH:8]=2)[CH2:6][CH2:5][CH2:4][CH2:3][CH2:2]1.[O-]P([O-])([O-])=O.[K+].[K+].[K+].Cl[C:25]1[CH:26]=[CH:27][C:28]2[N:34]3[CH2:35][C@H:31]([CH2:32][CH2:33]3)[N:30]([C:36]([NH:38][C:39]3[CH:44]=[CH:43][CH:42]=[CH:41][N:40]=3)=[O:37])[C:29]=2[N:45]=1.CC(C1C=C(C(C)C)C(C2C=CC=CC=2P(C2CCCCC2)C2CCCCC2)=C(C(C)C)C=1)C. The catalyst is C(O)CCC.C1C=CC(/C=C/C(/C=C/C2C=CC=CC=2)=O)=CC=1.C1C=CC(/C=C/C(/C=C/C2C=CC=CC=2)=O)=CC=1.C1C=CC(/C=C/C(/C=C/C2C=CC=CC=2)=O)=CC=1.[Pd].[Pd]. The product is [N:1]1([C:7]2[N:12]=[CH:11][C:10]([C:25]3[CH:26]=[CH:27][C:28]4[N:34]5[CH2:35][C@H:31]([CH2:32][CH2:33]5)[N:30]([C:36]([NH:38][C:39]5[CH:44]=[CH:43][CH:42]=[CH:41][N:40]=5)=[O:37])[C:29]=4[N:45]=3)=[CH:9][CH:8]=2)[CH2:6][CH2:5][CH2:4][CH2:3][CH2:2]1. The yield is 0.353. (4) The reactants are [Si:1]([O:18][C@@H:19]1[C@@H:23]([CH2:24][OH:25])[CH2:22][C@@H:21]([N:26]2[C:34](=[O:35])[C:33]3[C:28](=[CH:29][CH:30]=[CH:31][CH:32]=3)[C:27]2=[O:36])[C@@H:20]1[O:37][CH3:38])([C:14]([CH3:17])([CH3:16])[CH3:15])([C:8]1[CH:13]=[CH:12][CH:11]=[CH:10][CH:9]=1)[C:2]1[CH:7]=[CH:6][CH:5]=[CH:4][CH:3]=1.[OH2:39]. The catalyst is C(Cl)(Cl)(Cl)Cl.CC#N.C(Cl)Cl. The product is [Si:1]([O:18][C@H:19]1[C@@H:20]([O:37][CH3:38])[C@H:21]([N:26]2[C:34](=[O:35])[C:33]3[C:28](=[CH:29][CH:30]=[CH:31][CH:32]=3)[C:27]2=[O:36])[CH2:22][C@@H:23]1[C:24]([OH:39])=[O:25])([C:14]([CH3:16])([CH3:15])[CH3:17])([C:8]1[CH:9]=[CH:10][CH:11]=[CH:12][CH:13]=1)[C:2]1[CH:3]=[CH:4][CH:5]=[CH:6][CH:7]=1. The yield is 1.00. (5) The reactants are [O:1]1[C:5]2[CH:6]=[CH:7][CH:8]=[CH:9][C:4]=2[C:3]([CH2:10][C:11](O)=[O:12])=[N:2]1.CO. The catalyst is C1COCC1. The product is [O:1]1[C:5]2[CH:6]=[CH:7][CH:8]=[CH:9][C:4]=2[C:3]([CH2:10][CH2:11][OH:12])=[N:2]1. The yield is 0.678.